Dataset: Peptide-MHC class I binding affinity with 185,985 pairs from IEDB/IMGT. Task: Regression. Given a peptide amino acid sequence and an MHC pseudo amino acid sequence, predict their binding affinity value. This is MHC class I binding data. (1) The peptide sequence is SLMSRVVYK. The MHC is HLA-B18:01 with pseudo-sequence HLA-B18:01. The binding affinity (normalized) is 0.0847. (2) The peptide sequence is WTTYMDTFFR. The MHC is HLA-A03:01 with pseudo-sequence HLA-A03:01. The binding affinity (normalized) is 0.170. (3) The peptide sequence is KVFPYALINK. The MHC is HLA-B45:01 with pseudo-sequence HLA-B45:01. The binding affinity (normalized) is 0.